Dataset: TCR-epitope binding with 47,182 pairs between 192 epitopes and 23,139 TCRs. Task: Binary Classification. Given a T-cell receptor sequence (or CDR3 region) and an epitope sequence, predict whether binding occurs between them. (1) The epitope is TSDLATNNLVVMAY. The TCR CDR3 sequence is CSVPGLAQNEQFF. Result: 0 (the TCR does not bind to the epitope). (2) The epitope is ATDALMTGY. The TCR CDR3 sequence is CAISEGVSGGYNEQFF. Result: 1 (the TCR binds to the epitope). (3) The epitope is YLDAYNMMI. The TCR CDR3 sequence is CASSLGGGTGGELFF. Result: 1 (the TCR binds to the epitope). (4) The TCR CDR3 sequence is CASGHNGWEDNEQFF. The epitope is FLPRVFSAV. Result: 1 (the TCR binds to the epitope).